This data is from NCI-60 drug combinations with 297,098 pairs across 59 cell lines. The task is: Regression. Given two drug SMILES strings and cell line genomic features, predict the synergy score measuring deviation from expected non-interaction effect. (1) Drug 1: CC1=C(C=C(C=C1)NC(=O)C2=CC=C(C=C2)CN3CCN(CC3)C)NC4=NC=CC(=N4)C5=CN=CC=C5. Drug 2: C1CN(P(=O)(OC1)NCCCl)CCCl. Cell line: NCI-H322M. Synergy scores: CSS=4.64, Synergy_ZIP=-1.88, Synergy_Bliss=0.850, Synergy_Loewe=-4.57, Synergy_HSA=0.120. (2) Drug 1: CC1OCC2C(O1)C(C(C(O2)OC3C4COC(=O)C4C(C5=CC6=C(C=C35)OCO6)C7=CC(=C(C(=C7)OC)O)OC)O)O. Drug 2: CCCS(=O)(=O)NC1=C(C(=C(C=C1)F)C(=O)C2=CNC3=C2C=C(C=N3)C4=CC=C(C=C4)Cl)F. Cell line: SF-295. Synergy scores: CSS=51.4, Synergy_ZIP=0.830, Synergy_Bliss=3.46, Synergy_Loewe=-14.5, Synergy_HSA=4.01. (3) Drug 1: CC1=C(C(=CC=C1)Cl)NC(=O)C2=CN=C(S2)NC3=CC(=NC(=N3)C)N4CCN(CC4)CCO. Drug 2: C(CN)CNCCSP(=O)(O)O. Cell line: SF-295. Synergy scores: CSS=1.22, Synergy_ZIP=1.09, Synergy_Bliss=1.00, Synergy_Loewe=1.56, Synergy_HSA=0.489.